This data is from Full USPTO retrosynthesis dataset with 1.9M reactions from patents (1976-2016). The task is: Predict the reactants needed to synthesize the given product. Given the product [CH2:6]1[N:11]2[CH2:12][CH2:13][N:8]([CH2:9][CH2:10]2)[CH2:7]1.[ClH:14], predict the reactants needed to synthesize it. The reactants are: C(#N)CC#N.[CH2:6]1[N:11]2[CH2:12][CH2:13][N:8]([CH2:9][CH2:10]2)[CH2:7]1.[Cl-:14].[Li+].